From a dataset of Catalyst prediction with 721,799 reactions and 888 catalyst types from USPTO. Predict which catalyst facilitates the given reaction. (1) Reactant: [CH3:1][CH:2]1[CH2:8][C:7]2[CH:9]=[C:10]3[O:15][CH2:14][O:13][C:11]3=[CH:12][C:6]=2[C:5]([C:16]2[CH:21]=[CH:20][C:19]([N+:22]([O-:24])=[O:23])=[CH:18][CH:17]=2)=[N:4][N:3]1[C:25](=[S:27])[NH2:26].Cl[CH:29]([CH3:33])[C:30](=O)[CH3:31]. Product: [CH3:33][C:29]1[N:26]=[C:25]([N:3]2[CH:2]([CH3:1])[CH2:8][C:7]3[CH:9]=[C:10]4[O:15][CH2:14][O:13][C:11]4=[CH:12][C:6]=3[C:5]([C:16]3[CH:17]=[CH:18][C:19]([N+:22]([O-:24])=[O:23])=[CH:20][CH:21]=3)=[N:4]2)[S:27][C:30]=1[CH3:31]. The catalyst class is: 9. (2) Product: [C@H:14]([NH:18][C:2]1[S:3][C:4]2[CH:10]=[C:9]([CH2:11][C:12]#[N:13])[CH:8]=[CH:7][C:5]=2[N:6]=1)([CH2:16][CH3:17])[CH3:15]. The catalyst class is: 12. Reactant: Br[C:2]1[S:3][C:4]2[CH:10]=[C:9]([CH2:11][C:12]#[N:13])[CH:8]=[CH:7][C:5]=2[N:6]=1.[C@H:14]([NH2:18])([CH2:16][CH3:17])[CH3:15].CCOC(C)=O.CCCCCC.